Dataset: Full USPTO retrosynthesis dataset with 1.9M reactions from patents (1976-2016). Task: Predict the reactants needed to synthesize the given product. (1) Given the product [C:13]1([CH3:23])[CH:14]=[CH:15][C:16]([S:19]([OH:22])(=[O:20])=[O:21])=[CH:17][CH:18]=1.[CH3:2][NH:3][C:4]1([C:8]([O:10][CH3:11])=[O:9])[CH2:7][CH2:6][CH2:5]1, predict the reactants needed to synthesize it. The reactants are: Cl.[CH3:2][NH:3][C:4]1([C:8]([O:10][CH3:11])=[O:9])[CH2:7][CH2:6][CH2:5]1.O.[C:13]1([CH3:23])[CH:18]=[CH:17][C:16]([S:19]([OH:22])(=[O:21])=[O:20])=[CH:15][CH:14]=1. (2) Given the product [CH2:1]([N:5]([CH3:6])[C:14]([NH:13][CH:7]1[CH2:8][CH2:9][CH2:10][CH2:11][CH2:12]1)=[N:15][CH:16]1[CH2:21][CH2:20][CH2:19][CH2:18][CH2:17]1)[CH2:2][CH2:3][CH3:4], predict the reactants needed to synthesize it. The reactants are: [CH2:1]([NH:5][CH3:6])[CH2:2][CH2:3][CH3:4].[CH:7]1([N:13]=[C:14]=[N:15][CH:16]2[CH2:21][CH2:20][CH2:19][CH2:18][CH2:17]2)[CH2:12][CH2:11][CH2:10][CH2:9][CH2:8]1. (3) Given the product [Cl:31][C:27]1[CH:26]=[C:25]2[NH:24][C:23](=[O:32])[C:9]3([CH:8]([C:6]4[CH:7]=[C:2]([C:45]#[C:46][Si:47]([CH3:48])([CH3:49])[CH3:50])[CH:3]=[CH:4][C:5]=4[O:33][CH2:34][C:35]4([CH3:39])[CH2:38][O:37][CH2:36]4)[CH2:13][C:12](=[O:14])[NH:11][CH:10]3[C:15]3[CH:20]=[C:19]([Cl:21])[CH:18]=[CH:17][C:16]=3[CH3:22])[C:30]2=[CH:29][CH:28]=1, predict the reactants needed to synthesize it. The reactants are: Br[C:2]1[CH:3]=[CH:4][C:5]([O:33][CH2:34][C:35]2([CH3:39])[CH2:38][O:37][CH2:36]2)=[C:6]([CH:8]2[CH2:13][C:12](=[O:14])[NH:11][CH:10]([C:15]3[CH:20]=[C:19]([Cl:21])[CH:18]=[CH:17][C:16]=3[CH3:22])[C:9]32[C:30]2[C:25](=[CH:26][C:27]([Cl:31])=[CH:28][CH:29]=2)[NH:24][C:23]3=[O:32])[CH:7]=1.COB([C:45]#[C:46][Si:47]([CH3:50])([CH3:49])[CH3:48])OC.[O-]P([O-])([O-])=O.[K+].[K+].[K+]. (4) Given the product [CH3:20][O:19][C:4]1[CH:3]=[C:2]([C:10]([OH:9])([CH3:2])[CH3:6])[C:10]2[O:9][C:8]([C:11]3[CH:16]=[CH:15][C:14]([O:17][CH3:18])=[CH:13][CH:12]=3)=[N:7][C:6]=2[CH:5]=1, predict the reactants needed to synthesize it. The reactants are: Br[C:2]1[C:10]2[O:9][C:8]([C:11]3[CH:16]=[CH:15][C:14]([O:17][CH3:18])=[CH:13][CH:12]=3)=[N:7][C:6]=2[CH:5]=[C:4]([O:19][CH3:20])[CH:3]=1. (5) Given the product [F:1][C:2]1[CH:7]=[CH:6][C:5]([F:8])=[CH:4][C:3]=1[CH:9]1[CH2:13][CH2:12][CH2:11][N:10]1[C:14]1[CH:19]=[CH:18][N:17]2[N:20]=[CH:21][C:22]([C:23]3[S:41][C:27]([CH:28]([CH3:30])[CH3:29])=[N:26][N:25]=3)=[C:16]2[N:15]=1, predict the reactants needed to synthesize it. The reactants are: [F:1][C:2]1[CH:7]=[CH:6][C:5]([F:8])=[CH:4][C:3]=1[CH:9]1[CH2:13][CH2:12][CH2:11][N:10]1[C:14]1[CH:19]=[CH:18][N:17]2[N:20]=[CH:21][C:22]([C:23]([NH:25][NH:26][C:27](=O)[CH:28]([CH3:30])[CH3:29])=O)=[C:16]2[N:15]=1.COC1C=CC(P2(SP(C3C=CC(OC)=CC=3)(=S)S2)=[S:41])=CC=1. (6) Given the product [CH3:1][S:2]([C:5]1[CH:6]=[CH:7][C:8]([C:11]2[C:12]([O:22][C:23]3[CH:28]=[CH:27][C:26]([O:29][CH2:30][CH2:31][N:32]4[CH2:37][CH2:36][CH2:35][CH2:34][CH2:33]4)=[CH:25][CH:24]=3)=[C:13]3[C:18](=[CH:19][CH:20]=2)[CH:17]=[C:16]([O:21][C:43](=[O:44])[O:42][CH2:38][CH:39]([CH3:41])[CH3:40])[CH:15]=[CH:14]3)=[CH:9][CH:10]=1)(=[O:4])=[O:3], predict the reactants needed to synthesize it. The reactants are: [CH3:1][S:2]([C:5]1[CH:10]=[CH:9][C:8]([C:11]2[C:12]([O:22][C:23]3[CH:28]=[CH:27][C:26]([O:29][CH2:30][CH2:31][N:32]4[CH2:37][CH2:36][CH2:35][CH2:34][CH2:33]4)=[CH:25][CH:24]=3)=[C:13]3[C:18](=[CH:19][CH:20]=2)[CH:17]=[C:16]([OH:21])[CH:15]=[CH:14]3)=[CH:7][CH:6]=1)(=[O:4])=[O:3].[CH2:38]([O:42][C:43](Cl)=[O:44])[CH:39]([CH3:41])[CH3:40].CCOCC. (7) The reactants are: [F:1][C:2]1[CH:7]=[CH:6][N:5]=[C:4]([NH2:8])[C:3]=1[CH2:9][NH:10][CH2:11][C:12]1[CH:17]=[CH:16][C:15]([O:18][CH3:19])=[CH:14][CH:13]=1.C1N=CN([C:25](N2C=NC=C2)=[O:26])C=1.CC(=O)OCC. Given the product [F:1][C:2]1[C:3]2[CH2:9][N:10]([CH2:11][C:12]3[CH:17]=[CH:16][C:15]([O:18][CH3:19])=[CH:14][CH:13]=3)[C:25](=[O:26])[NH:8][C:4]=2[N:5]=[CH:6][CH:7]=1, predict the reactants needed to synthesize it. (8) Given the product [CH2:1]([O:8][C:9]1[CH:10]=[C:11]([CH:34]=[CH:35][CH:36]=1)[CH2:12][O:13][C:14]1[C:19]2[CH:20]=[C:21]([C:23]3[N:24]=[C:25]4[N:29]([CH:30]=3)[N:28]=[C:27]([O:42][CH3:41])[S:26]4)[O:22][C:18]=2[CH:17]=[C:16]([CH2:32][CH3:33])[CH:15]=1)[C:2]1[CH:7]=[CH:6][CH:5]=[CH:4][CH:3]=1, predict the reactants needed to synthesize it. The reactants are: [CH2:1]([O:8][C:9]1[CH:10]=[C:11]([CH:34]=[CH:35][CH:36]=1)[CH2:12][O:13][C:14]1[C:19]2[CH:20]=[C:21]([C:23]3[N:24]=[C:25]4[N:29]([CH:30]=3)[N:28]=[C:27](Br)[S:26]4)[O:22][C:18]=2[CH:17]=[C:16]([CH2:32][CH3:33])[CH:15]=1)[C:2]1[CH:7]=[CH:6][CH:5]=[CH:4][CH:3]=1.C[O-].[Na+].Cl.[C:41]([O-])(O)=[O:42].[Na+]. (9) Given the product [CH3:1][N:2]1[CH2:3][CH2:4][C:5]([C:10]2[CH:11]=[CH:12][C:13]([Cl:16])=[CH:14][CH:15]=2)([CH2:8][NH2:9])[CH2:6][CH2:7]1, predict the reactants needed to synthesize it. The reactants are: [CH3:1][N:2]1[CH2:7][CH2:6][C:5]([C:10]2[CH:15]=[CH:14][C:13]([Cl:16])=[CH:12][CH:11]=2)([C:8]#[N:9])[CH2:4][CH2:3]1.[H-].[H-].[H-].[H-].[Li+].[Al+3].